The task is: Predict the reactants needed to synthesize the given product.. This data is from Full USPTO retrosynthesis dataset with 1.9M reactions from patents (1976-2016). (1) Given the product [ClH:9].[Cl:17][C:18]1[CH:23]=[CH:22][C:21]([CH2:24][CH2:25][NH2:26])=[CH:20][C:19]=1[C:27]([F:28])([F:29])[F:30], predict the reactants needed to synthesize it. The reactants are: BrCC1C=CC([Cl:9])=C(C(F)(F)F)C=1.[C-]#N.[Na+].[Cl:17][C:18]1[CH:23]=[CH:22][C:21]([CH2:24][C:25]#[N:26])=[CH:20][C:19]=1[C:27]([F:30])([F:29])[F:28]. (2) Given the product [OH:3][C:4]1([OH:20])[CH2:7][CH:6]([C:8]([OH:10])=[O:9])[CH2:5]1, predict the reactants needed to synthesize it. The reactants are: Cl.C[O:3][C:4]1([O:20]C)[CH2:7][C:6](C(OC(C)C)=O)([C:8]([O:10]C(C)C)=[O:9])[CH2:5]1.